From a dataset of Forward reaction prediction with 1.9M reactions from USPTO patents (1976-2016). Predict the product of the given reaction. Given the reactants [Br:1][C:2]1[C:3](/[N:9]=[CH:10]/[N:11](C)C)=[N:4][CH:5]=[C:6]([Cl:8])[CH:7]=1.Cl.N[OH:16], predict the reaction product. The product is: [Br:1][C:2]1[C:3](/[N:9]=[CH:10]/[NH:11][OH:16])=[N:4][CH:5]=[C:6]([Cl:8])[CH:7]=1.